From a dataset of Catalyst prediction with 721,799 reactions and 888 catalyst types from USPTO. Predict which catalyst facilitates the given reaction. (1) Reactant: [H-].[Na+].[F:3][C:4]([F:14])([F:13])[C:5]1[C:6](=[O:12])[NH:7][C:8](=[O:11])[NH:9][CH:10]=1.Br[CH2:16][CH2:17][CH2:18][O:19][Si:20]([C:23]([CH3:26])([CH3:25])[CH3:24])([CH3:22])[CH3:21]. Product: [C:23]([Si:20]([CH3:22])([CH3:21])[O:19][CH2:18][CH2:17][CH2:16][N:9]1[CH:10]=[C:5]([C:4]([F:13])([F:3])[F:14])[C:6](=[O:12])[NH:7][C:8]1=[O:11])([CH3:26])([CH3:25])[CH3:24]. The catalyst class is: 3. (2) Product: [CH3:20][CH:12]([CH2:13][CH2:14][CH2:15][C:16]([CH3:19])([OH:18])[CH3:17])[CH2:11][OH:10]. Reactant: C(OC[O:10][CH2:11][C@@H:12]([CH3:20])[CH2:13][CH2:14][CH2:15][C:16]([CH3:19])([OH:18])[CH3:17])C1C=CC=CC=1. The catalyst class is: 78.